Dataset: Forward reaction prediction with 1.9M reactions from USPTO patents (1976-2016). Task: Predict the product of the given reaction. Given the reactants [CH3:1][O:2][C:3]([NH:5][C@@H:6]([CH:61]([CH3:63])C)[C:7]([N:9]1[CH2:13][CH2:12][CH2:11][C@H:10]1[C:14]1[NH:15][C:16]([C:19]2[CH:20]=[CH:21][C:22]3[C:31]4[C:26](=[C:27]5[CH:35]=[CH:34][C:33]([C:36]6[NH:40][C:39]([C@@H:41]7[CH2:45][CH2:44][CH2:43][N:42]7[C:46](=[O:59])[C@H:47]([NH:54][C:55](=[O:58])[O:56][CH3:57])[C:48]7[CH:53]=[CH:52][CH:51]=[CH:50][CH:49]=7)=[N:38][CH:37]=6)=[CH:32][C:28]5=[CH:29][CH:30]=4)[O:25][CH2:24][C:23]=3[CH:60]=2)=[CH:17][N:18]=1)=[O:8])=[O:4].[CH3:64][O:65]C(N[C@@H](C(C)C)C(O)=O)=O, predict the reaction product. The product is: [CH3:1][O:2][C:3]([NH:5][C@@H:6]([C@H:61]([O:65][CH3:64])[CH3:63])[C:7]([N:9]1[CH2:13][CH2:12][CH2:11][C@H:10]1[C:14]1[NH:15][C:16]([C:19]2[CH:20]=[CH:21][C:22]3[C:31]4[C:26](=[C:27]5[CH:35]=[CH:34][C:33]([C:36]6[NH:40][C:39]([C@@H:41]7[CH2:45][CH2:44][CH2:43][N:42]7[C:46](=[O:59])[C@H:47]([NH:54][C:55](=[O:58])[O:56][CH3:57])[C:48]7[CH:53]=[CH:52][CH:51]=[CH:50][CH:49]=7)=[N:38][CH:37]=6)=[CH:32][C:28]5=[CH:29][CH:30]=4)[O:25][CH2:24][C:23]=3[CH:60]=2)=[CH:17][N:18]=1)=[O:8])=[O:4].